From a dataset of Forward reaction prediction with 1.9M reactions from USPTO patents (1976-2016). Predict the product of the given reaction. (1) Given the reactants [C:1]([CH:9]1[CH2:16][C:12]2[S:13][CH:14]=[CH:15][C:11]=2[C:10]1=O)(=O)[C:2]1[CH:7]=[CH:6][CH:5]=[CH:4][CH:3]=1.O.[NH2:19][NH2:20].C(O)(=O)C, predict the reaction product. The product is: [C:2]1([C:1]2[C:9]3[CH2:16][C:12]4[S:13][CH:14]=[CH:15][C:11]=4[C:10]=3[NH:20][N:19]=2)[CH:7]=[CH:6][CH:5]=[CH:4][CH:3]=1. (2) Given the reactants [CH:1]1([CH:4]([C:6]2[CH:11]=[CH:10][CH:9]=[CH:8][CH:7]=2)[OH:5])[CH2:3][CH2:2]1.CC(C)([O-])C.[Cl:17][C:18]1[CH:25]=[C:24](F)[CH:23]=[CH:22][C:19]=1[C:20]#[N:21], predict the reaction product. The product is: [Cl:17][C:18]1[CH:25]=[C:24]([O:5][CH:4]([CH:1]2[CH2:2][CH2:3]2)[C:6]2[CH:11]=[CH:10][CH:9]=[CH:8][CH:7]=2)[CH:23]=[CH:22][C:19]=1[C:20]#[N:21]. (3) The product is: [CH3:1][C:3]1[C:11]2[C:6](=[CH:7][C:8]([C:12]([O:14][CH3:15])=[O:13])=[CH:9][CH:10]=2)[NH:5][CH:4]=1. Given the reactants [CH:1]([C:3]1[C:11]2[C:6](=[CH:7][C:8]([C:12]([O:14][CH3:15])=[O:13])=[CH:9][CH:10]=2)[NH:5][CH:4]=1)=O.C1(C)C=CC(S(O)(=O)=O)=CC=1.C([BH3-])#N.[Na+].O, predict the reaction product. (4) Given the reactants [CH3:1][O:2][C:3]1[CH:8]=[CH:7][C:6]([N:9]2[C:13]([NH2:14])=[CH:12][C:11]([C:15]([CH3:18])([CH3:17])[CH3:16])=[N:10]2)=[CH:5][CH:4]=1.[Cl:19][C:20]1[CH:27]=[CH:26][CH:25]=[CH:24][C:21]=1[CH:22]=O.[CH3:28][C:29]1([CH3:37])[CH2:36][C:34](=O)[CH2:33][C:31](=[O:32])[CH2:30]1, predict the reaction product. The product is: [C:15]([C:11]1[C:12]2[CH:22]([C:21]3[CH:24]=[CH:25][CH:26]=[CH:27][C:20]=3[Cl:19])[C:33]3[C:31](=[O:32])[CH2:30][C:29]([CH3:37])([CH3:28])[CH2:36][C:34]=3[NH:14][C:13]=2[N:9]([C:6]2[CH:5]=[CH:4][C:3]([O:2][CH3:1])=[CH:8][CH:7]=2)[N:10]=1)([CH3:18])([CH3:17])[CH3:16]. (5) The product is: [Cl:1][C:2]1[C:3]([N:9]2[CH2:14][CH2:13][O:12][CH2:11][CH2:10]2)=[CH:4][C:5]([NH:8][C:21]2[N:16]=[CH:17][C:18]([C:22]#[N:23])=[N:19][CH:20]=2)=[N:6][CH:7]=1. Given the reactants [Cl:1][C:2]1[C:3]([N:9]2[CH2:14][CH2:13][O:12][CH2:11][CH2:10]2)=[CH:4][C:5]([NH2:8])=[N:6][CH:7]=1.Br[N:16]1[CH:21]=[CH:20][N:19]=[C:18]([C:22]#[N:23])[CH2:17]1.[Na].[O-]CCCC.C1C=CC(P(C2C(C3C(P(C4C=CC=CC=4)C4C=CC=CC=4)=CC=C4C=3C=CC=C4)=C3C(C=CC=C3)=CC=2)C2C=CC=CC=2)=CC=1, predict the reaction product. (6) The product is: [NH2:19][C:12]1[CH:13]=[C:14]([O:24][CH3:23])[CH:15]=[CH:16][C:11]=1[C:10]([NH:9][C:6]1[CH:5]=[CH:4][C:3]([C:1]#[N:2])=[CH:8][CH:7]=1)=[O:22]. Given the reactants [C:1]([C:3]1[CH:8]=[CH:7][C:6]([NH:9][C:10](=[O:22])[C:11]2[CH:16]=[CH:15][CH:14]=[C:13](OC)[C:12]=2[N+:19]([O-])=O)=[CH:5][CH:4]=1)#[N:2].[CH:23]([O-])=[O:24].[NH4+], predict the reaction product. (7) Given the reactants [CH3:1][O:2][C:3]1[CH:25]=[CH:24][C:6]([CH2:7][NH:8][C:9]2[C:18]3[C:13](=[CH:14][CH:15]=[C:16]([C:19]([O:21]CC)=[O:20])[CH:17]=3)[CH:12]=[CH:11][N:10]=2)=[CH:5][CH:4]=1.[OH-].[Na+], predict the reaction product. The product is: [CH3:1][O:2][C:3]1[CH:4]=[CH:5][C:6]([CH2:7][NH:8][C:9]2[C:18]3[C:13](=[CH:14][CH:15]=[C:16]([C:19]([OH:21])=[O:20])[CH:17]=3)[CH:12]=[CH:11][N:10]=2)=[CH:24][CH:25]=1. (8) Given the reactants [F:1][C:2]1[CH:7]=[C:6]([S:8]([CH3:11])(=[O:10])=[O:9])[CH:5]=[CH:4][C:3]=1[N:12]1[C:16]2=[N:17][CH:18]=[N:19][C:20](O)=[C:15]2[CH:14]=[N:13]1.O=P(Cl)(Cl)[Cl:24].CN(C)C1C=CC=CC=1, predict the reaction product. The product is: [Cl:24][C:20]1[N:19]=[CH:18][N:17]=[C:16]2[N:12]([C:3]3[CH:4]=[CH:5][C:6]([S:8]([CH3:11])(=[O:10])=[O:9])=[CH:7][C:2]=3[F:1])[N:13]=[CH:14][C:15]=12. (9) Given the reactants [C:1]1([C:7]2[N:11]=[C:10]([N:12]3[CH2:17][CH2:16][NH:15][CH2:14][CH2:13]3)[S:9][N:8]=2)[CH:6]=[CH:5][CH:4]=[CH:3][CH:2]=1.C(N(CC)CC)C.[C:25]1([N:31]=[C:32]=[O:33])[CH:30]=[CH:29][CH:28]=[CH:27][CH:26]=1.C(OC(C)C)(C)C, predict the reaction product. The product is: [C:25]1([NH:31][C:32]([N:15]2[CH2:16][CH2:17][N:12]([C:10]3[S:9][N:8]=[C:7]([C:1]4[CH:2]=[CH:3][CH:4]=[CH:5][CH:6]=4)[N:11]=3)[CH2:13][CH2:14]2)=[O:33])[CH:30]=[CH:29][CH:28]=[CH:27][CH:26]=1.